From a dataset of NCI-60 drug combinations with 297,098 pairs across 59 cell lines. Regression. Given two drug SMILES strings and cell line genomic features, predict the synergy score measuring deviation from expected non-interaction effect. (1) Drug 1: CC1=C2C(C(=O)C3(C(CC4C(C3C(C(C2(C)C)(CC1OC(=O)C(C(C5=CC=CC=C5)NC(=O)OC(C)(C)C)O)O)OC(=O)C6=CC=CC=C6)(CO4)OC(=O)C)OC)C)OC. Drug 2: CC1=C(C(=CC=C1)Cl)NC(=O)C2=CN=C(S2)NC3=CC(=NC(=N3)C)N4CCN(CC4)CCO. Cell line: RXF 393. Synergy scores: CSS=45.3, Synergy_ZIP=-4.93, Synergy_Bliss=-1.53, Synergy_Loewe=1.93, Synergy_HSA=3.49. (2) Synergy scores: CSS=2.51, Synergy_ZIP=5.20, Synergy_Bliss=2.34, Synergy_Loewe=1.18, Synergy_HSA=0.687. Drug 1: CC(CN1CC(=O)NC(=O)C1)N2CC(=O)NC(=O)C2. Cell line: NCI/ADR-RES. Drug 2: CC(C1=C(C=CC(=C1Cl)F)Cl)OC2=C(N=CC(=C2)C3=CN(N=C3)C4CCNCC4)N. (3) Cell line: CAKI-1. Synergy scores: CSS=51.0, Synergy_ZIP=-3.67, Synergy_Bliss=-2.30, Synergy_Loewe=-8.29, Synergy_HSA=1.32. Drug 2: C1=CC=C(C=C1)NC(=O)CCCCCCC(=O)NO. Drug 1: CCC1=CC2CC(C3=C(CN(C2)C1)C4=CC=CC=C4N3)(C5=C(C=C6C(=C5)C78CCN9C7C(C=CC9)(C(C(C8N6C)(C(=O)OC)O)OC(=O)C)CC)OC)C(=O)OC.C(C(C(=O)O)O)(C(=O)O)O. (4) Drug 1: C1=NNC2=C1C(=O)NC=N2. Drug 2: COCCOC1=C(C=C2C(=C1)C(=NC=N2)NC3=CC=CC(=C3)C#C)OCCOC.Cl. Cell line: SF-539. Synergy scores: CSS=0.259, Synergy_ZIP=-2.21, Synergy_Bliss=-3.98, Synergy_Loewe=-4.61, Synergy_HSA=-4.25. (5) Drug 1: C1=CN(C=N1)CC(O)(P(=O)(O)O)P(=O)(O)O. Synergy scores: CSS=67.0, Synergy_ZIP=0.355, Synergy_Bliss=0.722, Synergy_Loewe=-34.2, Synergy_HSA=3.02. Cell line: MOLT-4. Drug 2: CCC1(C2=C(COC1=O)C(=O)N3CC4=CC5=C(C=CC(=C5CN(C)C)O)N=C4C3=C2)O.Cl.